Task: Predict the reaction yield, written as a fraction of the theoretical maximum amount of product (1.0 means a 100% yield; for example, 0.34 means a 34% yield).. Dataset: Reaction yield outcomes from USPTO patents with 853,638 reactions (1) The product is [F:29][C:28]([S:25]([C:1]1[CH2:8][CH2:7][CH2:6][CH2:5][CH2:4][CH2:3][CH:2]=1)(=[O:27])=[O:26])([F:31])[F:30]. The reactants are [C:1]1(=O)[CH2:8][CH2:7][CH2:6][CH2:5][CH2:4][CH2:3][CH2:2]1.[Li+].CC([N-]C(C)C)C.C1C=CC(N([S:25]([C:28]([F:31])([F:30])[F:29])(=[O:27])=[O:26])[S:25]([C:28]([F:31])([F:30])[F:29])(=[O:27])=[O:26])=CC=1. The catalyst is C1COCC1. The yield is 0.980. (2) The reactants are [CH3:1][O:2][C:3]1[CH:4]=[CH:5][C:6]2[N:11]=[CH:10][C:9](=[O:12])[NH:8][C:7]=2[N:13]=1.I[CH2:15][CH2:16][C@H:17]1[CH2:21][O:20][C:19]([CH3:23])([CH3:22])[O:18]1.C(=O)([O-])[O-].[Cs+].[Cs+].O. The catalyst is CN(C)C=O. The product is [CH3:22][C:19]1([CH3:23])[O:18][C@@H:17]([CH2:16][CH2:15][N:8]2[C:9](=[O:12])[CH:10]=[N:11][C:6]3[CH:5]=[CH:4][C:3]([O:2][CH3:1])=[N:13][C:7]2=3)[CH2:21][O:20]1. The yield is 0.900. (3) The yield is 0.900. The catalyst is CCOC(C)=O.CN(C=O)C.C1(C)C=CC(S(O)(=O)=O)=CC=1. The product is [O:9]1[CH2:14][CH2:13][CH2:12][CH2:11][CH:10]1[N:1]1[CH:5]=[C:4]([C:6]([OH:8])=[O:7])[CH:3]=[N:2]1. The reactants are [NH:1]1[CH:5]=[C:4]([C:6]([OH:8])=[O:7])[CH:3]=[N:2]1.[O:9]1[CH:14]=[CH:13][CH2:12][CH2:11][CH2:10]1. (4) The reactants are Cl[C:2]1[N:7]=[CH:6][C:5]([C:8]2[CH:17]=[C:16]3[C:11]([CH:12]=[C:13]([NH:18][C:19]([CH:21]4[CH2:23][CH2:22]4)=[O:20])[N:14]=[CH:15]3)=[CH:10][CH:9]=2)=[C:4]([CH3:24])[CH:3]=1.F[B-](F)(F)F.F[B-](F)(F)F.C1(P(C2CCCCC2)CCCP(C2CCCCC2)C2CCCCC2)CCCCC1.[C:64](=[O:67])([O-])[O-].[K+].[K+].[CH3:70][NH2:71]. The catalyst is C(OCC)(=O)C.C([O-])(=O)C.[Pd+2].C([O-])(=O)C.CN(C)C=O. The product is [CH:21]1([C:19]([NH:18][C:13]2[N:14]=[CH:15][C:16]3[C:11]([CH:12]=2)=[CH:10][CH:9]=[C:8]([C:5]2[C:4]([CH3:24])=[CH:3][C:2]([C:64]([NH:71][CH3:70])=[O:67])=[N:7][CH:6]=2)[CH:17]=3)=[O:20])[CH2:23][CH2:22]1. The yield is 0.500. (5) The reactants are [Cl:1][C:2]1[N:7]=[C:6](Cl)[CH:5]=[CH:4][N:3]=1.[NH2:9][C:10]1[CH:14]=[C:13]([CH3:15])[NH:12][N:11]=1.C(N(C(C)C)C(C)C)C. The catalyst is C(O)C. The product is [Cl:1][C:2]1[N:7]=[C:6]([NH:9][C:10]2[CH:14]=[C:13]([CH3:15])[NH:12][N:11]=2)[CH:5]=[CH:4][N:3]=1. The yield is 0.190. (6) The reactants are [O:1]1[C:5]2[CH:6]=[CH:7][C:8]([CH2:10][C:11]#N)=[CH:9][C:4]=2[O:3][CH2:2]1.Br[CH2:14][CH2:15]Cl.[OH-:17].[Na+].[OH2:19]. The catalyst is [Cl-].C([N+](CC)(CC)CC)C1C=CC=CC=1. The product is [O:1]1[C:5]2[CH:6]=[CH:7][C:8]([C:10]3([C:11]([OH:19])=[O:17])[CH2:15][CH2:14]3)=[CH:9][C:4]=2[O:3][CH2:2]1. The yield is 0.800. (7) The reactants are [NH2:1][C:2]1[CH:7]=[N:6][CH:5]=[CH:4][N:3]=1.[N+:8]([C:10]1[CH:19]=[CH:18][C:13]2[O:14][CH2:15][CH2:16][O:17][C:12]=2[CH:11]=1)#[C-:9].[F:20][C:21]1[CH:26]=[C:25]([CH:27]=O)[CH:24]=[CH:23][N:22]=1.[Cl-].[In+3].[Cl-].[Cl-]. The catalyst is C1(C)C=CC=CC=1. The product is [O:14]1[CH2:15][CH2:16][O:17][C:12]2[CH:11]=[C:10]([NH:8][C:9]3[N:3]4[CH:4]=[CH:5][N:6]=[CH:7][C:2]4=[N:1][C:27]=3[C:25]3[CH:24]=[CH:23][N:22]=[C:21]([F:20])[CH:26]=3)[CH:19]=[CH:18][C:13]1=2. The yield is 0.0300. (8) The reactants are [CH2:1]([N:3]1[C:8]2[N:9]=[C:10]([S:13][CH3:14])[N:11]=[CH:12][C:7]=2[CH:6]=[C:5]([C:15]2[CH:20]=[CH:19][CH:18]=[CH:17][CH:16]=2)[C:4]1=[O:21])[CH3:2].ClC1C=CC=C(C(OO)=[O:30])C=1. The catalyst is ClCCl. The product is [CH2:1]([N:3]1[C:8]2[N:9]=[C:10]([S:13]([CH3:14])=[O:30])[N:11]=[CH:12][C:7]=2[CH:6]=[C:5]([C:15]2[CH:16]=[CH:17][CH:18]=[CH:19][CH:20]=2)[C:4]1=[O:21])[CH3:2]. The yield is 0.880. (9) The reactants are [NH2:1][C:2]1[CH:3]=[C:4]([CH:8]=[C:9]([N:11]2[CH2:16][CH2:15][CH2:14][CH2:13][CH2:12]2)[CH:10]=1)[C:5]([OH:7])=[O:6].[CH3:17][O:18][C:19]1[N:24]=[C:23]([O:25][CH3:26])[C:22]([C:27]2[CH:36]=[C:35]3[C:30]([C:31](Cl)=[C:32]([C:37]([NH2:39])=[O:38])[CH:33]=[N:34]3)=[CH:29][CH:28]=2)=[CH:21][N:20]=1. The catalyst is C(O)(=O)C. The product is [NH2:39][C:37]([C:32]1[CH:33]=[N:34][C:35]2[C:30]([C:31]=1[NH:1][C:2]1[CH:3]=[C:4]([CH:8]=[C:9]([N:11]3[CH2:16][CH2:15][CH2:14][CH2:13][CH2:12]3)[CH:10]=1)[C:5]([OH:7])=[O:6])=[CH:29][CH:28]=[C:27]([C:22]1[C:23]([O:25][CH3:26])=[N:24][C:19]([O:18][CH3:17])=[N:20][CH:21]=1)[CH:36]=2)=[O:38]. The yield is 0.274. (10) The reactants are C[Si]([N-][Si](C)(C)C)(C)C.[Na+].[CH3:11][N:12]1[CH2:17][CH2:16][CH:15]([C:18]2[CH:27]=[CH:26][C:21]([C:22]([O:24]C)=O)=[CH:20][CH:19]=2)[CH2:14][CH2:13]1.[NH2:28][C:29]1[N:33](C(OC(C)(C)C)=O)[N:32]=[C:31]([CH2:41][CH2:42][C:43]2[CH:48]=[C:47]([O:49][CH3:50])[CH:46]=[C:45]([O:51][CH3:52])[CH:44]=2)[CH:30]=1.[NH4+].[Cl-]. The catalyst is C1COCC1. The product is [CH3:50][O:49][C:47]1[CH:48]=[C:43]([CH2:42][CH2:41][C:31]2[NH:32][N:33]=[C:29]([NH:28][C:22](=[O:24])[C:21]3[CH:20]=[CH:19][C:18]([CH:15]4[CH2:14][CH2:13][N:12]([CH3:11])[CH2:17][CH2:16]4)=[CH:27][CH:26]=3)[CH:30]=2)[CH:44]=[C:45]([O:51][CH3:52])[CH:46]=1. The yield is 0.161.